From a dataset of Full USPTO retrosynthesis dataset with 1.9M reactions from patents (1976-2016). Predict the reactants needed to synthesize the given product. (1) Given the product [CH2:30]([C@H:29]([NH:37][C:14](=[O:16])[C@H:3]([C:2]([CH3:1])([CH3:18])[CH3:17])[NH:4][C:5]([O:7][CH2:8][C:9]1[S:13][CH:12]=[N:11][CH:10]=1)=[O:6])[C@@H:28]([OH:38])[CH2:27][C@@H:26]([NH:39][C:40]([O:41][C:42]([CH3:43])([CH3:44])[CH3:45])=[O:46])[CH2:19][C:20]1[CH:21]=[CH:22][CH:23]=[CH:24][CH:25]=1)[C:31]1[CH:32]=[CH:33][CH:34]=[CH:35][CH:36]=1, predict the reactants needed to synthesize it. The reactants are: [CH3:1][C:2]([CH3:18])([CH3:17])[C@@H:3]([C:14]([OH:16])=O)[NH:4][C:5]([O:7][CH2:8][C:9]1[S:13][CH:12]=[N:11][CH:10]=1)=[O:6].[CH2:19]([C@H:26]([NH:39][C:40](=[O:46])[O:41][C:42]([CH3:45])([CH3:44])[CH3:43])[CH2:27][C@H:28]([OH:38])[C@@H:29]([NH2:37])[CH2:30][C:31]1[CH:36]=[CH:35][CH:34]=[CH:33][CH:32]=1)[C:20]1[CH:25]=[CH:24][CH:23]=[CH:22][CH:21]=1.Cl.CN(C)CCCN=C=NCC.ON1C2C=CC=CC=2N=N1.CN1CCOCC1. (2) Given the product [Cl:1][CH2:2][CH2:3][CH2:4][S:5]([O:16][CH2:17][C:18]([CH3:35])([CH3:34])[C@@H:19]([O:26][Si:27]([CH3:33])([CH3:32])[C:28]([CH3:30])([CH3:29])[CH3:31])/[CH:20]=[CH:21]/[C:22]([O:24][CH3:25])=[O:23])(=[O:7])=[O:6], predict the reactants needed to synthesize it. The reactants are: [Cl:1][CH2:2][CH2:3][CH2:4][S:5](Cl)(=[O:7])=[O:6].C(N(CC)CC)C.[OH:16][CH2:17][C:18]([CH3:35])([CH3:34])[C@@H:19]([O:26][Si:27]([CH3:33])([CH3:32])[C:28]([CH3:31])([CH3:30])[CH3:29])/[CH:20]=[CH:21]/[C:22]([O:24][CH3:25])=[O:23]. (3) Given the product [Br:1][C:2]1[C:11]2[C:6](=[C:7]([F:12])[CH:8]=[CH:9][CH:10]=2)[CH:5]=[CH:4][C:3]=1[CH3:13], predict the reactants needed to synthesize it. The reactants are: [Br:1][C:2]1[C:11]2[C:6](=[C:7]([F:12])[CH:8]=[CH:9][CH:10]=2)[CH:5]=[CH:4][C:3]=1[CH:13]=O.FC1C(B(C2C(F)=C(F)C(F)=C(F)C=2F)C2C(F)=C(F)C(F)=C(F)C=2F)=C(F)C(F)=C(F)C=1F.C([SiH](CC)CC)C. (4) Given the product [CH2:20]([C:17]1[N:18]=[CH:19][C:14]([N:11]2[CH2:12][CH2:13][CH:8]([O:7][C:4]3[S:5][CH:6]=[C:2]([N:34]4[C:35]5[C:31](=[CH:30][C:29]([NH2:28])=[CH:37][CH:36]=5)[CH:32]=[CH:33]4)[N:3]=3)[CH2:9][CH2:10]2)=[N:15][CH:16]=1)[CH3:21], predict the reactants needed to synthesize it. The reactants are: Br[C:2]1[N:3]=[C:4]([O:7][CH:8]2[CH2:13][CH2:12][N:11]([C:14]3[CH:19]=[N:18][C:17]([CH2:20][CH3:21])=[CH:16][N:15]=3)[CH2:10][CH2:9]2)[S:5][CH:6]=1.C(OC(=O)[NH:28][C:29]1[CH:30]=[C:31]2[C:35](=[CH:36][CH:37]=1)[NH:34][CH:33]=[CH:32]2)(C)(C)C. (5) Given the product [C:24]([NH:23][CH2:22][CH2:21][NH:20][C:6]([C:8]1[N:9]=[C:10]([Cl:19])[C:11]2[C:16]([C:17]=1[OH:18])=[CH:15][CH:14]=[CH:13][CH:12]=2)=[O:7])(=[O:26])[CH3:25], predict the reactants needed to synthesize it. The reactants are: C(O[C:6]([C:8]1[N:9]=[C:10]([Cl:19])[C:11]2[C:16]([C:17]=1[OH:18])=[CH:15][CH:14]=[CH:13][CH:12]=2)=[O:7])CCC.[NH2:20][CH2:21][CH2:22][NH:23][C:24](=[O:26])[CH3:25]. (6) Given the product [NH:17]1[C:16]([C:12]2[CH:11]=[C:10]3[C:15](=[CH:14][CH:13]=2)[NH:7][N:8]=[C:9]3[C:40]2[CH:41]=[C:42]([C:46]([NH:48][CH2:49][C:50]3[CH:55]=[CH:54][CH:53]=[CH:52][CH:51]=3)=[O:47])[CH:43]=[CH:44][CH:45]=2)=[N:20][CH:19]=[N:18]1, predict the reactants needed to synthesize it. The reactants are: O1CCCCC1[N:7]1[C:15]2[C:10](=[CH:11][C:12]([C:16]3[N:20]=[CH:19][N:18](C(C4C=CC=CC=4)(C4C=CC=CC=4)C4C=CC=CC=4)[N:17]=3)=[CH:13][CH:14]=2)[C:9]([C:40]2[CH:41]=[C:42]([C:46]([NH:48][CH2:49][C:50]3[CH:55]=[CH:54][CH:53]=[CH:52][CH:51]=3)=[O:47])[CH:43]=[CH:44][CH:45]=2)=[N:8]1.Cl.[OH-].[Na+]. (7) Given the product [Br:6][C:7]1[CH:8]=[CH:9][C:10]([CH2:25][CH3:26])=[C:11]([CH:13]2[C:19](=[O:20])[C:18]([CH3:21])([CH3:22])[O:17][C:16]([CH3:24])([CH3:23])[C:15]2=[O:14])[CH:12]=1, predict the reactants needed to synthesize it. The reactants are: S(=O)(=O)(O)O.[Br:6][C:7]1[CH:8]=[CH:9][C:10]([CH2:25][CH3:26])=[C:11]([CH:13]2[C:15]3([C:19](=[O:20])[C:18]([CH3:22])([CH3:21])[O:17][C:16]3([CH3:24])[CH3:23])[O:14]2)[CH:12]=1.